From a dataset of Full USPTO retrosynthesis dataset with 1.9M reactions from patents (1976-2016). Predict the reactants needed to synthesize the given product. (1) Given the product [Br:1][C:2]1[C:3]2[C:15]3[C:10](=[CH:11][CH:12]=[C:13]([Cl:16])[CH:14]=3)[C:23](=[O:17])[C:22](=[O:21])[C:4]=2[S:5][C:6]=1[Cl:7], predict the reactants needed to synthesize it. The reactants are: [Br:1][C:2]1[C:3]2[C:15]3[C:10](=[CH:11][CH:12]=[C:13]([Cl:16])[CH:14]=3)C=C[C:4]=2[S:5][C:6]=1[Cl:7].[OH2:17].C([O:21][CH2:22][CH3:23])(=O)C. (2) The reactants are: [CH2:1]([O:3][C:4](=[O:39])[C:5]1[CH:10]=[CH:9][C:8]([NH:11][C:12](=[O:38])[CH:13]([N:20]2[C:24]3[CH:25]=[C:26]([F:30])[C:27]([F:29])=[CH:28][C:23]=3[N:22]=[C:21]2[C:31]2[CH:36]=[CH:35][C:34]([Cl:37])=[CH:33][CH:32]=2)[CH:14]2[CH2:19][CH2:18][CH2:17][CH2:16][CH2:15]2)=[CH:7][CH:6]=1)C.ClC1C=CC(C2N(C(C3CCCCC3)C(NC[C@H]3CC[C@H](C(O)=O)CC3)=O)C3C=CC(F)=CC=3N=2)=CC=1.COC(=O)C1C=CC(N)=C([O:87][C:88]([F:91])([F:90])[F:89])C=1. Given the product [CH3:1][O:3][C:4](=[O:39])[C:5]1[CH:6]=[CH:7][C:8]([NH:11][C:12](=[O:38])[CH:13]([N:20]2[C:24]3[CH:25]=[C:26]([F:30])[C:27]([F:29])=[CH:28][C:23]=3[N:22]=[C:21]2[C:31]2[CH:36]=[CH:35][C:34]([Cl:37])=[CH:33][CH:32]=2)[CH:14]2[CH2:19][CH2:18][CH2:17][CH2:16][CH2:15]2)=[C:9]([O:87][C:88]([F:91])([F:90])[F:89])[CH:10]=1, predict the reactants needed to synthesize it. (3) The reactants are: [NH2:1][C@H:2]1[CH2:6][CH2:5][N:4]([C:7]([O:9][C:10]([CH3:13])([CH3:12])[CH3:11])=[O:8])[CH2:3]1.F[C:15]1[C:16]([CH3:35])=[N:17][C:18]2[C:23]([N:24]=1)=[C:22]([C:25]1[NH:33][C:32]3[CH2:31][CH2:30][NH:29][C:28](=[O:34])[C:27]=3[CH:26]=1)[CH:21]=[CH:20][CH:19]=2. Given the product [C:10]([O:9][C:7]([N:4]1[CH2:5][CH2:6][C@H:2]([NH:1][C:15]2[C:16]([CH3:35])=[N:17][C:18]3[C:23](=[C:22]([C:25]4[NH:33][C:32]5[CH2:31][CH2:30][NH:29][C:28](=[O:34])[C:27]=5[CH:26]=4)[CH:21]=[CH:20][CH:19]=3)[N:24]=2)[CH2:3]1)=[O:8])([CH3:13])([CH3:12])[CH3:11], predict the reactants needed to synthesize it. (4) Given the product [C:25]1([C:2]2[CH:7]=[C:6]([C:8]3[N:12]4[CH:13]=[C:14]([NH:17][CH:18]5[CH2:23][CH2:22][CH2:21][CH:20]([OH:24])[CH2:19]5)[CH:15]=[CH:16][C:11]4=[N:10][CH:9]=3)[CH:5]=[CH:4][N:3]=2)[CH2:29][CH2:28][CH2:27][CH:26]=1, predict the reactants needed to synthesize it. The reactants are: Cl[C:2]1[CH:7]=[C:6]([C:8]2[N:12]3[CH:13]=[C:14]([NH:17][CH:18]4[CH2:23][CH2:22][CH2:21][CH:20]([OH:24])[CH2:19]4)[CH:15]=[CH:16][C:11]3=[N:10][CH:9]=2)[CH:5]=[CH:4][N:3]=1.[C:25]1(B(O)O)[CH2:29][CH2:28][CH2:27][CH:26]=1.